From a dataset of Forward reaction prediction with 1.9M reactions from USPTO patents (1976-2016). Predict the product of the given reaction. (1) Given the reactants [CH:1]1([NH:6][C:7]([C:9]2[C:13]([N+:14]([O-])=O)=[C:12]([CH2:17][CH3:18])[NH:11][N:10]=2)=[O:8])[CH2:5][CH2:4][CH2:3][CH2:2]1.C([O-])=O.[NH4+].[N:23]1[CH:28]=[CH:27][N:26]=[CH:25][C:24]=1[C:29](O)=[O:30].Cl.C(N=C=NCCCN(C)C)C.ON1C2C=CC=CC=2N=N1, predict the reaction product. The product is: [CH:1]1([NH:6][C:7]([C:9]2[C:13]([NH:14][C:29]([C:24]3[CH:25]=[N:26][CH:27]=[CH:28][N:23]=3)=[O:30])=[C:12]([CH2:17][CH3:18])[NH:11][N:10]=2)=[O:8])[CH2:5][CH2:4][CH2:3][CH2:2]1. (2) The product is: [Br:1][C:2]1[CH:7]=[CH:6][C:5]([CH2:8][Br:16])=[CH:4][N:3]=1. Given the reactants [Br:1][C:2]1[CH:7]=[CH:6][C:5]([CH3:8])=[CH:4][N:3]=1.C1C(=O)N([Br:16])C(=O)C1, predict the reaction product. (3) Given the reactants [NH2:1][C:2]1[N:10]=[CH:9][CH:8]=[CH:7][C:3]=1[C:4]([OH:6])=O.ON1C2C=CC=CC=2N=N1.CCN=C=NCCCN(C)C.[F:32][C:33]([F:50])([F:49])[C:34]1[CH:35]=[C:36]([CH:46]=[CH:47][CH:48]=1)[O:37][C:38]1[CH:39]=[C:40]([CH:43]=[CH:44][CH:45]=1)[CH2:41][NH2:42].C(=O)(O)[O-].[Na+], predict the reaction product. The product is: [F:32][C:33]([F:49])([F:50])[C:34]1[CH:35]=[C:36]([CH:46]=[CH:47][CH:48]=1)[O:37][C:38]1[CH:39]=[C:40]([CH2:41][NH:42][C:4](=[O:6])[C:3]2[CH:7]=[CH:8][CH:9]=[N:10][C:2]=2[NH2:1])[CH:43]=[CH:44][CH:45]=1. (4) Given the reactants Cl[C:2]1[N:7]=[C:6]([NH:8][C:9]([C:11]2([C:14]3[CH:24]=[CH:23][C:17]4[O:18][C:19]([F:22])([F:21])[O:20][C:16]=4[CH:15]=3)[CH2:13][CH2:12]2)=[O:10])[CH:5]=[C:4]([CH3:25])[CH:3]=1.[CH3:26][O:27][C:28]1[N:33]=[C:32]([CH3:34])[C:31](B2OC(C)(C)C(C)(C)O2)=[CH:30][CH:29]=1.C([O-])([O-])=O.[Na+].[Na+], predict the reaction product. The product is: [F:21][C:19]1([F:22])[O:18][C:17]2[CH:23]=[CH:24][C:14]([C:11]3([C:9]([NH:8][C:6]4[N:7]=[C:2]([C:31]5[C:32]([CH3:34])=[N:33][C:28]([O:27][CH3:26])=[CH:29][CH:30]=5)[CH:3]=[C:4]([CH3:25])[CH:5]=4)=[O:10])[CH2:13][CH2:12]3)=[CH:15][C:16]=2[O:20]1.